Predict the reactants needed to synthesize the given product. From a dataset of Full USPTO retrosynthesis dataset with 1.9M reactions from patents (1976-2016). (1) Given the product [Br:1][C:2]1[N:6]2[NH:7][C:8](=[O:12])[CH:9]=[CH:10][C:5]2=[N:4][CH:3]=1, predict the reactants needed to synthesize it. The reactants are: [Br:1][C:2]1[N:6]2[N:7]=[C:8](Cl)[CH:9]=[CH:10][C:5]2=[N:4][CH:3]=1.[OH-:12].[K+]. (2) Given the product [NH:7]([CH2:8][CH2:9][CH2:10][NH:11][C:12]([C:14]1[N:15]=[CH:16][C:17]2[C:18](=[O:32])[N:19]([CH2:25][C:26]3[CH:31]=[CH:30][CH:29]=[CH:28][CH:27]=3)[CH:20]=[CH:21][C:22]=2[C:23]=1[OH:24])=[O:13])[C:6]([NH2:43])=[O:5], predict the reactants needed to synthesize it. The reactants are: C([O:5][C:6](=O)[NH:7][CH2:8][CH2:9][CH2:10][NH:11][C:12]([C:14]1[N:15]=[CH:16][C:17]2[C:18](=[O:32])[N:19]([CH2:25][C:26]3[CH:31]=[CH:30][CH:29]=[CH:28][CH:27]=3)[CH:20]=[CH:21][C:22]=2[C:23]=1[OH:24])=[O:13])(C)(C)C.FC(F)(F)C(O)=O.C([N:43](CC)CC)C.C[Si](N=C=O)(C)C. (3) Given the product [Br:1][CH2:22][C:21]([C:5]1[CH:6]=[CH:7][C:8]([S:11][C:12]2[CH:17]=[CH:16][CH:15]=[CH:14][C:13]=2[CH:18]([CH3:20])[CH3:19])=[C:9]([Cl:10])[C:4]=1[Cl:3])=[O:23], predict the reactants needed to synthesize it. The reactants are: [Br:1]Br.[Cl:3][C:4]1[C:9]([Cl:10])=[C:8]([S:11][C:12]2[CH:17]=[CH:16][CH:15]=[CH:14][C:13]=2[CH:18]([CH3:20])[CH3:19])[CH:7]=[CH:6][C:5]=1[C:21](=[O:23])[CH3:22]. (4) Given the product [F:1][C:2]([F:20])([F:21])[C:3]([NH:5][C@H:6]1[C:14]2[C:9](=[CH:10][CH:11]=[C:12]([O:15][CH:16]([CH3:17])[CH3:18])[CH:13]=2)[C@@H:8]([OH:19])[CH2:7]1)=[O:4], predict the reactants needed to synthesize it. The reactants are: [F:1][C:2]([F:21])([F:20])[C:3]([NH:5][CH:6]1[C:14]2[C:9](=[CH:10][CH:11]=[C:12]([O:15][CH:16]([CH3:18])[CH3:17])[CH:13]=2)[C:8](=[O:19])[CH2:7]1)=[O:4].CCC(C)[BH-](C(C)CC)C(C)CC.[Li+]. (5) The reactants are: CCN(C(C)C)C(C)C.Cl.Cl.[CH3:12][C@H:13]1[C:21]2[C:20]([N:22]3[CH2:27][CH2:26][NH:25][CH2:24][CH2:23]3)=[N:19][CH:18]=[N:17][C:16]=2[CH2:15][CH2:14]1.[C:28]([O:32][C:33]([N:35]1[CH2:39][CH:38]([C:40]2[CH:45]=[CH:44][C:43]([Cl:46])=[C:42]([Cl:47])[CH:41]=2)[CH:37]([C:48](O)=[O:49])[CH2:36]1)=[O:34])([CH3:31])([CH3:30])[CH3:29].F[P-](F)(F)(F)(F)F.N1(OC(N(C)C)=[N+](C)C)C2C=CC=CC=2N=N1. Given the product [Cl:47][C:42]1[CH:41]=[C:40]([CH:38]2[CH:37]([C:48]([N:25]3[CH2:26][CH2:27][N:22]([C:20]4[C:21]5[C@H:13]([CH3:12])[CH2:14][CH2:15][C:16]=5[N:17]=[CH:18][N:19]=4)[CH2:23][CH2:24]3)=[O:49])[CH2:36][N:35]([C:33]([O:32][C:28]([CH3:31])([CH3:30])[CH3:29])=[O:34])[CH2:39]2)[CH:45]=[CH:44][C:43]=1[Cl:46], predict the reactants needed to synthesize it. (6) Given the product [Cl:25][C:22]1[CH:23]=[CH:24][C:19]([O:18][C@H:16]([CH3:17])[CH2:15][CH2:14][O:13][C:10]2[CH:11]=[CH:12][C:7]([CH2:6][CH2:5][C:4]([OH:36])=[O:3])=[C:8]([CH2:33][CH2:34][CH3:35])[CH:9]=2)=[C:20]([O:26][C:27]2[CH:28]=[CH:29][CH:30]=[CH:31][CH:32]=2)[CH:21]=1, predict the reactants needed to synthesize it. The reactants are: C([O:3][C:4](=[O:36])[CH2:5][CH2:6][C:7]1[CH:12]=[CH:11][C:10]([O:13][CH2:14][CH2:15][C@H:16]([O:18][C:19]2[CH:24]=[CH:23][C:22]([Cl:25])=[CH:21][C:20]=2[O:26][C:27]2[CH:32]=[CH:31][CH:30]=[CH:29][CH:28]=2)[CH3:17])=[CH:9][C:8]=1[CH2:33][CH2:34][CH3:35])C.[OH-].[Na+]. (7) Given the product [Cl:19][C:16]([F:18])([F:17])[O:15][C:12]1[CH:13]=[CH:14][C:9]([NH:8][C:6](=[O:7])[C:5]2[CH:20]=[C:21]([C:22]3[NH:26][N:25]=[CH:24][C:23]=3[F:27])[C:2]([N:28]3[CH2:32][CH2:31][C@H:30]([OH:33])[CH2:29]3)=[N:3][CH:4]=2)=[CH:10][CH:11]=1, predict the reactants needed to synthesize it. The reactants are: Cl[C:2]1[C:21]([C:22]2[NH:26][N:25]=[CH:24][C:23]=2[F:27])=[CH:20][C:5]([C:6]([NH:8][C:9]2[CH:14]=[CH:13][C:12]([O:15][C:16]([Cl:19])([F:18])[F:17])=[CH:11][CH:10]=2)=[O:7])=[CH:4][N:3]=1.[NH:28]1[CH2:32][CH2:31][C@H:30]([OH:33])[CH2:29]1.